This data is from Cav3 T-type calcium channel HTS with 100,875 compounds. The task is: Binary Classification. Given a drug SMILES string, predict its activity (active/inactive) in a high-throughput screening assay against a specified biological target. The molecule is O(C1OC=C(C2C1C(=CC2)CO)C(OC)=O)C1OC(C(O)C(O)C1O)CO. The result is 0 (inactive).